From a dataset of Reaction yield outcomes from USPTO patents with 853,638 reactions. Predict the reaction yield, written as a fraction of the theoretical maximum amount of product (1.0 means a 100% yield; for example, 0.34 means a 34% yield). The reactants are Cl.[NH:2]1[CH2:5][CH:4]([OH:6])[CH2:3]1.CC([O-])(C)C.[K+].CS(C)=O.[C:17]([O:21][C:22]([N:24]1[CH2:29][CH2:28][CH:27]([C:30]2[C:39]3[C:34](=[CH:35][C:36](F)=[CH:37][CH:38]=3)[N:33]=[CH:32][N:31]=2)[CH2:26][CH2:25]1)=[O:23])([CH3:20])([CH3:19])[CH3:18]. The catalyst is O. The product is [C:17]([O:21][C:22]([N:24]1[CH2:29][CH2:28][CH:27]([C:30]2[C:39]3[C:34](=[CH:35][C:36]([O:6][CH:4]4[CH2:5][NH:2][CH2:3]4)=[CH:37][CH:38]=3)[N:33]=[CH:32][N:31]=2)[CH2:26][CH2:25]1)=[O:23])([CH3:20])([CH3:18])[CH3:19]. The yield is 1.06.